This data is from Catalyst prediction with 721,799 reactions and 888 catalyst types from USPTO. The task is: Predict which catalyst facilitates the given reaction. (1) Reactant: [Br:1][C:2]1[CH:3]=[C:4]([CH2:9][C:10]([O:12][CH3:13])=[O:11])[CH:5]=[CH:6][C:7]=1[OH:8].C(=O)([O-])[O-].[K+].[K+].[CH2:20](Br)[C:21]1[CH:26]=[CH:25][CH:24]=[CH:23][CH:22]=1. Product: [Br:1][C:2]1[CH:3]=[C:4]([CH2:9][C:10]([O:12][CH3:13])=[O:11])[CH:5]=[CH:6][C:7]=1[O:8][CH2:20][C:21]1[CH:26]=[CH:25][CH:24]=[CH:23][CH:22]=1. The catalyst class is: 21. (2) Reactant: [CH3:1][C:2]1[CH:10]=[C:9]2[C:5]([CH2:6][CH2:7][C:8]2=[O:11])=[CH:4][CH:3]=1.Cl.O1CCOCC1.[N:19](OCCC(C)C)=[O:20]. Product: [CH3:1][C:2]1[CH:10]=[C:9]2[C:5]([CH2:6][C:7](=[N:19][OH:20])[C:8]2=[O:11])=[CH:4][CH:3]=1. The catalyst class is: 8. (3) Reactant: [C:1]([N:4]1[C:13]2[C:8](=[CH:9][C:10]([NH2:14])=[CH:11][CH:12]=2)[C@H:7]([NH:15][C:16](=[O:21])[O:17][CH:18]([CH3:20])[CH3:19])[CH2:6][C@@H:5]1[CH3:22])(=[O:3])[CH3:2].C(=O)([O-])[O-].[K+].[K+].Cl[CH2:30][C:31](=[O:33])[CH3:32].[I-].[Na+]. Product: [C:1]([N:4]1[C:13]2[C:8](=[CH:9][C:10]([NH:14][CH2:30][C:31](=[O:33])[CH3:32])=[CH:11][CH:12]=2)[C@H:7]([NH:15][C:16](=[O:21])[O:17][CH:18]([CH3:19])[CH3:20])[CH2:6][C@@H:5]1[CH3:22])(=[O:3])[CH3:2]. The catalyst class is: 21. (4) Reactant: C(O[C@@H:10]1[O:32][C@H:31]([CH2:33][O:34]C(=O)C2C=CC=CC=2)[C@@H:21]([O:22]C(=O)C2C=CC=CC=2)[C@@:11]1([CH3:43])[O:12]C(=O)C1C=CC=CC=1)(=O)C1C=CC=CC=1.[2H][C:45]1[C:51](=[O:52])[NH:50][C:48](=[O:49])[NH:47][CH:46]=1.C[O-].[Na+]. Product: [CH3:43][C@@:11]1([OH:12])[C@H:21]([OH:22])[C@@H:31]([CH2:33][OH:34])[O:32][C@H:10]1[N:47]1[CH:46]=[CH:45][C:51](=[O:52])[NH:50][C:48]1=[O:49]. The catalyst class is: 5. (5) Reactant: C(NC(C)C)(C)C.C([Li])CCC.CCCCCC.[Br:19][C:20]1[CH:24]=[CH:23][S:22][C:21]=1[C:25]([F:28])([F:27])[F:26].[O:29]1CCC[CH2:30]1. Product: [Br:19][C:20]1[CH:24]=[C:23]([CH:30]=[O:29])[S:22][C:21]=1[C:25]([F:28])([F:27])[F:26]. The catalyst class is: 145. (6) Reactant: C(OC([NH:8][C@H:9]([CH2:46][C:47]1[CH:52]=[CH:51][CH:50]=[CH:49][CH:48]=1)[CH2:10][N:11]([CH2:29][C@@H:30]([NH:38]C(OC(C)(C)C)=O)[CH2:31][C:32]1[CH:37]=[CH:36][CH:35]=[CH:34][CH:33]=1)C(OCC1C2C=CC=CC=2C2C1=CC=CC=2)=O)=O)(C)(C)C.FC(F)(F)[C:55]([OH:57])=[O:56].[C:60](=[O:78])([O:71][CH2:72][C:73]1[S:77][CH:76]=[N:75][CH:74]=1)OC1C=CC([N+]([O-])=O)=CC=1. Product: [S:77]1[C:73]([CH2:72][O:57][C:55]([NH:38][C@H:30]([CH2:31][C:32]2[CH:33]=[CH:34][CH:35]=[CH:36][CH:37]=2)[CH2:29][NH:11][CH2:10][C@@H:9]([NH:8][C:60]([O:71][CH2:72][C:73]2[S:77][CH:76]=[N:75][CH:74]=2)=[O:78])[CH2:46][C:47]2[CH:48]=[CH:49][CH:50]=[CH:51][CH:52]=2)=[O:56])=[CH:74][N:75]=[CH:76]1. The catalyst class is: 96.